This data is from Reaction yield outcomes from USPTO patents with 853,638 reactions. The task is: Predict the reaction yield, written as a fraction of the theoretical maximum amount of product (1.0 means a 100% yield; for example, 0.34 means a 34% yield). (1) The reactants are Br[C:2]1[N:10]([C:11]2[CH:16]=[CH:15][C:14]([Cl:17])=[CH:13][C:12]=2[Cl:18])[C:9]2[CH2:8][CH2:7][N:6]([N:19]3[CH2:24][CH2:23][CH2:22][CH2:21][CH2:20]3)[C:5](=[O:25])[C:4]=2[C:3]=1[CH3:26].[CH:27]([C:29]1[CH:34]=[CH:33][C:32](B(O)O)=[CH:31][CH:30]=1)=[O:28].C([O-])([O-])=O.[Na+].[Na+]. The catalyst is C(COC)OC.C1C=CC([P]([Pd]([P](C2C=CC=CC=2)(C2C=CC=CC=2)C2C=CC=CC=2)([P](C2C=CC=CC=2)(C2C=CC=CC=2)C2C=CC=CC=2)[P](C2C=CC=CC=2)(C2C=CC=CC=2)C2C=CC=CC=2)(C2C=CC=CC=2)C2C=CC=CC=2)=CC=1. The product is [Cl:18][C:12]1[CH:13]=[C:14]([Cl:17])[CH:15]=[CH:16][C:11]=1[N:10]1[C:9]2[CH2:8][CH2:7][N:6]([N:19]3[CH2:20][CH2:21][CH2:22][CH2:23][CH2:24]3)[C:5](=[O:25])[C:4]=2[C:3]([CH3:26])=[C:2]1[C:32]1[CH:33]=[CH:34][C:29]([CH:27]=[O:28])=[CH:30][CH:31]=1. The yield is 0.590. (2) The yield is 0.104. The catalyst is O1CCOCC1. The reactants are C(OC(=O)[NH:7][C:8]1([C:12]2[CH:17]=[CH:16][C:15]([C:18]3[C:31]([C:32]4[CH:37]=[CH:36][CH:35]=[CH:34][CH:33]=4)=[C:30]([NH:38][CH3:39])[N:21]4[N:22]=[C:23]5[C:28]([CH:27]=[C:26]([F:29])[CH:25]=[CH:24]5)=[C:20]4[N:19]=3)=[CH:14][CH:13]=2)[CH2:11][CH2:10][CH2:9]1)(C)(C)C.Cl. The product is [NH2:7][C:8]1([C:12]2[CH:13]=[CH:14][C:15]([C:18]3[C:31]([C:32]4[CH:33]=[CH:34][CH:35]=[CH:36][CH:37]=4)=[C:30]([NH:38][CH3:39])[N:21]4[N:22]=[C:23]5[C:28]([CH:27]=[C:26]([F:29])[CH:25]=[CH:24]5)=[C:20]4[N:19]=3)=[CH:16][CH:17]=2)[CH2:9][CH2:10][CH2:11]1. (3) The reactants are [NH2:1][C:2]1[N:3]([CH3:24])[C:4](=[O:23])[C:5]2([C:15]3[C:10](=[CH:11][CH:12]=[C:13](Br)[CH:14]=3)[O:9][CH:8]([C:17]3[CH:22]=[CH:21][CH:20]=[CH:19][CH:18]=3)[CH2:7]2)[N:6]=1.[CH3:25][S:26]([NH:29][CH2:30][C:31]1[CH:36]=[CH:35][C:34](B(O)O)=[CH:33][CH:32]=1)(=[O:28])=[O:27]. The catalyst is O1CCOCC1.C([O-])([O-])=O.[Cs+].[Cs+].Cl[Pd](Cl)([P](C1C=CC=CC=1)(C1C=CC=CC=1)C1C=CC=CC=1)[P](C1C=CC=CC=1)(C1C=CC=CC=1)C1C=CC=CC=1. The product is [NH2:1][C:2]1[N:3]([CH3:24])[C:4](=[O:23])[C:5]2([C:15]3[C:10](=[CH:11][CH:12]=[C:13]([C:34]4[CH:35]=[CH:36][C:31]([CH2:30][NH:29][S:26]([CH3:25])(=[O:27])=[O:28])=[CH:32][CH:33]=4)[CH:14]=3)[O:9][CH:8]([C:17]3[CH:22]=[CH:21][CH:20]=[CH:19][CH:18]=3)[CH2:7]2)[N:6]=1. The yield is 0.170. (4) The reactants are [NH2:1][C:2]1[CH:11]=[CH:10][C:5]([NH:6][C:7](=[O:9])[CH3:8])=[CH:4][CH:3]=1.[H-].[Na+].Br[CH2:15][CH2:16][CH2:17][CH2:18][CH2:19][CH3:20]. The catalyst is CN(C)C=O. The product is [NH2:1][C:2]1[CH:3]=[CH:4][C:5]([N:6]([CH2:15][CH2:16][CH2:17][CH2:18][CH2:19][CH3:20])[C:7](=[O:9])[CH3:8])=[CH:10][CH:11]=1. The yield is 0.840. (5) The product is [NH:1]1[C:9]2[C:4](=[CH:5][C:6]([O:10][C:11]3[CH:20]=[CH:19][CH:18]=[CH:17][C:12]=3[C:13]([OH:15])=[O:14])=[CH:7][CH:8]=2)[CH:3]=[N:2]1. The reactants are [NH:1]1[C:9]2[C:4](=[CH:5][C:6]([O:10][C:11]3[CH:20]=[CH:19][CH:18]=[CH:17][C:12]=3[C:13]([O:15]C)=[O:14])=[CH:7][CH:8]=2)[CH:3]=[N:2]1.[OH-].[Na+].Cl. The yield is 0.860. The catalyst is O1CCCC1.CO.